This data is from Reaction yield outcomes from USPTO patents with 853,638 reactions. The task is: Predict the reaction yield, written as a fraction of the theoretical maximum amount of product (1.0 means a 100% yield; for example, 0.34 means a 34% yield). (1) The reactants are [Cl-].O[NH3+:3].[C:4](=[O:7])([O-])[OH:5].[Na+].CS(C)=O.[CH2:13]([C:15]1[S:51][C:18]2[N:19]([CH2:36][C:37]3[CH:42]=[CH:41][C:40]([C:43]4[C:44]([C:49]#[N:50])=[CH:45][CH:46]=[CH:47][CH:48]=4)=[CH:39][CH:38]=3)[C:20](=[O:35])[N:21]([CH2:24][C:25]([C:27]3[CH:32]=[CH:31][C:30]([CH2:33][CH3:34])=[CH:29][CH:28]=3)=[O:26])[C:22](=[O:23])[C:17]=2[CH:16]=1)[CH3:14]. The catalyst is C(Cl)(Cl)Cl. The product is [CH2:13]([C:15]1[S:51][C:18]2[N:19]([CH2:36][C:37]3[CH:42]=[CH:41][C:40]([C:43]4[CH:48]=[CH:47][CH:46]=[CH:45][C:44]=4[C:49]4[NH:3][C:4](=[O:7])[O:5][N:50]=4)=[CH:39][CH:38]=3)[C:20](=[O:35])[N:21]([CH2:24][C:25]([C:27]3[CH:28]=[CH:29][C:30]([CH2:33][CH3:34])=[CH:31][CH:32]=3)=[O:26])[C:22](=[O:23])[C:17]=2[CH:16]=1)[CH3:14]. The yield is 0.610. (2) The reactants are [OH2:1].[NH2:2][C:3]1[S:4][CH:5]=[C:6]([C:8](=[N:12][O:13][CH2:14][C:15]([O:17][CH3:18])=[O:16])[C:9]([OH:11])=[O:10])[N:7]=1. The catalyst is CC(C)=O. The product is [NH2:2][C:3]1[S:4][CH:5]=[C:6]([C:8](=[N:12][O:13][CH2:14][C:15]([O:17][CH3:18])=[O:16])[C:9]([O:11][C:9](=[O:10])[C:8](=[N:12][O:1][CH2:14][C:15]([O:17][CH3:18])=[O:16])[C:6]2[N:7]=[C:3]([NH2:2])[S:4][CH:5]=2)=[O:10])[N:7]=1. The yield is 0.960. (3) The reactants are Cl[C:2]1[CH:9]=[CH:8][C:5]([C:6]#[N:7])=[CH:4][C:3]=1[N+:10]([O-:12])=[O:11].[F:13][C:14]([F:20])([F:19])[CH2:15][CH2:16][CH2:17][NH2:18].C(N(CC)CC)C. The catalyst is C(#N)C. The product is [N+:10]([C:3]1[CH:4]=[C:5]([CH:8]=[CH:9][C:2]=1[NH:18][CH2:17][CH2:16][CH2:15][C:14]([F:20])([F:19])[F:13])[C:6]#[N:7])([O-:12])=[O:11]. The yield is 0.980. (4) The reactants are [CH3:1][O:2][C:3]([C:5]1[CH:20]=[CH:19][C:8]2[S:9][C:10]3[CH:18]=[CH:17][CH:16]=[CH:15][C:11]=3[C:12](Cl)=[N:13][C:7]=2[CH:6]=1)=[O:4].CN1[CH2:26][CH2:25][CH2:24][C:23]1=O.[Cl-].[Mg+2].[Cl-]. The catalyst is C1COCC1. The product is [CH3:1][O:2][C:3]([C:5]1[CH:20]=[CH:19][C:8]2[S:9][C:10]3[CH:18]=[CH:17][CH:16]=[CH:15][C:11]=3[C:12]([CH2:23][CH2:24][CH2:25][CH3:26])=[N:13][C:7]=2[CH:6]=1)=[O:4]. The yield is 0.890. (5) The reactants are Br[C:2]1[C:10]([CH3:11])=[CH:9][C:8]([F:12])=[C:7]2[C:3]=1[CH:4]=[CH:5][NH:6]2.[B:13]1([B:13]2[O:17][C:16]([CH3:19])([CH3:18])[C:15]([CH3:21])([CH3:20])[O:14]2)[O:17][C:16]([CH3:19])([CH3:18])[C:15]([CH3:21])([CH3:20])[O:14]1.CC([O-])=O.[K+]. The catalyst is COCCOC.O.C1C=CC(P(C2C=CC=CC=2)[C-]2C=CC=C2)=CC=1.C1C=CC(P(C2C=CC=CC=2)[C-]2C=CC=C2)=CC=1.Cl[Pd]Cl.[Fe+2]. The product is [F:12][C:8]1[CH:9]=[C:10]([CH3:11])[C:2]([B:13]2[O:17][C:16]([CH3:19])([CH3:18])[C:15]([CH3:21])([CH3:20])[O:14]2)=[C:3]2[C:7]=1[NH:6][CH:5]=[CH:4]2. The yield is 0.110. (6) The reactants are [OH:1][C:2]1[CH:11]=[C:10]2[C:5]([CH2:6][CH2:7][CH2:8][C:9]2=[O:12])=[CH:4][CH:3]=1.[Br:13][C:14]1[CH:19]=[CH:18][C:17]([Cl:20])=[CH:16][C:15]=1[CH2:21]Br.C(=O)([O-])[O-].[K+].[K+]. The catalyst is CN(C)C=O.C(OCC)(=O)C. The product is [Br:13][C:14]1[CH:19]=[CH:18][C:17]([Cl:20])=[CH:16][C:15]=1[CH2:21][O:1][C:2]1[CH:11]=[C:10]2[C:5]([CH2:6][CH2:7][CH2:8][C:9]2=[O:12])=[CH:4][CH:3]=1. The yield is 0.890. (7) The reactants are ClC(Cl)(OC(=O)OC(Cl)(Cl)Cl)Cl.[F:13][C:14]([F:22])([F:21])[CH:15]([OH:20])[C:16]([F:19])([F:18])[F:17].CCN(C(C)C)C(C)C.ClC([O-])=O.C(OC([NH:43][C@@H:44]1[CH2:48][CH2:47][N:46]([C:49]2[CH:68]=[C:67]([Cl:69])[CH:66]=[CH:65][C:50]=2[CH2:51][N:52]2[CH2:57][CH2:56][N:55]([C:58](OC(C)(C)C)=[O:59])[CH2:54][CH2:53]2)[CH2:45]1)=O)(C)(C)C.FC(F)(F)C(O)=O. The catalyst is C(Cl)Cl. The product is [NH2:43][C@@H:44]1[CH2:48][CH2:47][N:46]([C:49]2[CH:68]=[C:67]([Cl:69])[CH:66]=[CH:65][C:50]=2[CH2:51][N:52]2[CH2:57][CH2:56][N:55]([C:58]([O:20][CH:15]([C:16]([F:19])([F:18])[F:17])[C:14]([F:22])([F:21])[F:13])=[O:59])[CH2:54][CH2:53]2)[CH2:45]1. The yield is 0.280. (8) The reactants are [CH3:1][C:2]1[O:6][C:5]([C:7]2[CH:15]=[CH:14][C:10]([C:11](O)=[O:12])=[CH:9][CH:8]=2)=[N:4][C:3]=1[CH2:16][O:17][C:18]1[CH:23]=[CH:22][CH:21]=[C:20]([C:24]([OH:33])([C:29]([F:32])([F:31])[F:30])[C:25]([F:28])([F:27])[F:26])[CH:19]=1.[CH3:34][NH:35][CH3:36].Cl.CN1CCOCC1.CCN=C=NCCCN(C)C.C1C=CC2N(O)N=NC=2C=1. The catalyst is C(Cl)Cl.O. The product is [CH3:34][N:35]([CH3:36])[C:11](=[O:12])[C:10]1[CH:9]=[CH:8][C:7]([C:5]2[O:6][C:2]([CH3:1])=[C:3]([CH2:16][O:17][C:18]3[CH:23]=[CH:22][CH:21]=[C:20]([C:24]([OH:33])([C:25]([F:27])([F:28])[F:26])[C:29]([F:31])([F:30])[F:32])[CH:19]=3)[N:4]=2)=[CH:15][CH:14]=1. The yield is 0.830. (9) The reactants are [CH2:1]([N:8]1[CH2:13][CH2:12][O:11][CH:10]([CH2:14][NH2:15])[CH2:9]1)[C:2]1[CH:7]=[CH:6][CH:5]=[CH:4][CH:3]=1. The catalyst is C(O)C. The product is [CH2:1]([N:8]1[CH2:13][CH2:12][O:11][C@H:10]([CH2:14][NH2:15])[CH2:9]1)[C:2]1[CH:3]=[CH:4][CH:5]=[CH:6][CH:7]=1. The yield is 0.280.